This data is from NCI-60 drug combinations with 297,098 pairs across 59 cell lines. The task is: Regression. Given two drug SMILES strings and cell line genomic features, predict the synergy score measuring deviation from expected non-interaction effect. (1) Drug 1: C1=NC2=C(N1)C(=S)N=C(N2)N. Drug 2: C1=NC2=C(N=C(N=C2N1C3C(C(C(O3)CO)O)O)F)N. Cell line: SK-MEL-28. Synergy scores: CSS=11.6, Synergy_ZIP=-5.11, Synergy_Bliss=-4.35, Synergy_Loewe=-6.69, Synergy_HSA=-4.35. (2) Drug 1: CCC1=CC2CC(C3=C(CN(C2)C1)C4=CC=CC=C4N3)(C5=C(C=C6C(=C5)C78CCN9C7C(C=CC9)(C(C(C8N6C)(C(=O)OC)O)OC(=O)C)CC)OC)C(=O)OC.C(C(C(=O)O)O)(C(=O)O)O. Drug 2: CC1C(C(CC(O1)OC2CC(CC3=C2C(=C4C(=C3O)C(=O)C5=C(C4=O)C(=CC=C5)OC)O)(C(=O)C)O)N)O.Cl. Cell line: HCC-2998. Synergy scores: CSS=43.8, Synergy_ZIP=-8.30, Synergy_Bliss=-8.80, Synergy_Loewe=-10.7, Synergy_HSA=-8.17. (3) Drug 1: C1=NC2=C(N1)C(=S)N=C(N2)N. Drug 2: C1CNP(=O)(OC1)N(CCCl)CCCl. Cell line: SK-MEL-28. Synergy scores: CSS=1.28, Synergy_ZIP=-3.76, Synergy_Bliss=-3.38, Synergy_Loewe=-13.6, Synergy_HSA=-4.98.